Dataset: Forward reaction prediction with 1.9M reactions from USPTO patents (1976-2016). Task: Predict the product of the given reaction. (1) The product is: [C:20]([C:19]1[S:31][C:30]([S:32][CH3:24])=[C:8]([C:9]#[N:10])[C:7]=1[CH:1]1[CH2:6][CH2:5][CH2:4][CH2:3][CH2:2]1)(=[O:22])[CH3:21]. Given the reactants [CH:1]1([C:7](=O)[CH2:8][C:9]#[N:10])[CH2:6][CH2:5][CH2:4][CH2:3][CH2:2]1.C([O-])([O-])=O.[K+].[K+].Cl[CH2:19][C:20](=[O:22])[CH3:21].I[CH3:24].CN(C=O)C.[C:30](=[S:32])=[S:31], predict the reaction product. (2) Given the reactants Cl.[N:2]1([CH2:8][CH2:9][CH2:10][C:11]([OH:13])=O)[CH2:7][CH2:6][CH2:5][CH2:4][CH2:3]1.C1N=CN(C(N2C=NC=C2)=O)C=1.[NH2:26][C:27]1[NH:31][N:30]=[C:29]([C:32]2[CH:33]=[CH:34][C:35](=[O:41])[N:36]([CH:38]([F:40])[F:39])[CH:37]=2)[CH:28]=1, predict the reaction product. The product is: [F:40][CH:38]([F:39])[N:36]1[C:35](=[O:41])[CH:34]=[CH:33][C:32]([C:29]2[NH:30][N:31]=[C:27]([NH:26][C:11](=[O:13])[CH2:10][CH2:9][CH2:8][N:2]3[CH2:3][CH2:4][CH2:5][CH2:6][CH2:7]3)[CH:28]=2)=[CH:37]1. (3) Given the reactants [NH:1]1[CH:5]=[CH:4][N:3]=[C:2]1[CH:6]=[O:7].C(=O)([O-])[O-].[K+].[K+].[CH3:14][C:15]([CH3:22])([CH3:21])[C:16]([O:18][CH2:19]Cl)=[O:17], predict the reaction product. The product is: [CH3:14][C:15]([CH3:22])([CH3:21])[C:16]([O:18][CH2:19][N:1]1[CH:5]=[CH:4][N:3]=[C:2]1[CH:6]=[O:7])=[O:17].